From a dataset of Reaction yield outcomes from USPTO patents with 853,638 reactions. Predict the reaction yield, written as a fraction of the theoretical maximum amount of product (1.0 means a 100% yield; for example, 0.34 means a 34% yield). (1) The yield is 0.800. The product is [F:13][C:14]1[CH:19]=[CH:18][CH:17]=[C:16]([F:20])[C:15]=1[O:21][C:4]1[CH:9]=[CH:8][C:7]([N+:10]([O-:12])=[O:11])=[CH:6][CH:5]=1. The catalyst is CN(C)C=O.O. The reactants are [H-].[Na+].F[C:4]1[CH:9]=[CH:8][C:7]([N+:10]([O-:12])=[O:11])=[CH:6][CH:5]=1.[F:13][C:14]1[CH:19]=[CH:18][CH:17]=[C:16]([F:20])[C:15]=1[OH:21]. (2) The reactants are [CH3:1][N:2]1[C:6]2[CH:7]=[CH:8][C:9]([CH3:11])=[CH:10][C:5]=2[O:4][C:3]1=[O:12].[N:13]([O-:15])=[O:14].[Na+]. The catalyst is FC(F)(F)C(O)=O. The product is [CH3:1][N:2]1[C:6]2[CH:7]=[C:8]([N+:13]([O-:15])=[O:14])[C:9]([CH3:11])=[CH:10][C:5]=2[O:4][C:3]1=[O:12]. The yield is 0.650. (3) The reactants are [C:1]([C:4]1[CH:9]=[CH:8][CH:7]=[C:6]([C:10](=O)[CH3:11])[N:5]=1)(=O)[CH3:2].[CH2:13]([C:15]1[CH:21]=[CH:20][CH:19]=[CH:18][C:16]=1[NH2:17])[CH3:14]. The catalyst is C(O)=O.CO. The product is [CH2:13]([C:15]1[CH:21]=[CH:20][CH:19]=[CH:18][C:16]=1[N:17]=[C:1]([C:4]1[CH:9]=[CH:8][CH:7]=[C:6]([C:10](=[N:17][C:16]2[CH:18]=[CH:19][CH:20]=[CH:21][C:15]=2[CH2:13][CH3:14])[CH3:11])[N:5]=1)[CH3:2])[CH3:14]. The yield is 0.552. (4) The reactants are [OH:1][C@@:2]1([C:9]#[C:10][C:11]2[CH:12]=[C:13]([N:17]3[C:21]4=[N:22][N:23]=[CH:24][CH:25]=[C:20]4[C:19]([C:26]([O:28]C)=O)=[N:18]3)[CH:14]=[CH:15][CH:16]=2)[CH2:6][CH2:5][N:4]([CH3:7])[C:3]1=[O:8].[NH3:30]. No catalyst specified. The product is [OH:1][C@@:2]1([C:9]#[C:10][C:11]2[CH:12]=[C:13]([N:17]3[C:21]4=[N:22][N:23]=[CH:24][CH:25]=[C:20]4[C:19]([C:26]([NH2:30])=[O:28])=[N:18]3)[CH:14]=[CH:15][CH:16]=2)[CH2:6][CH2:5][N:4]([CH3:7])[C:3]1=[O:8]. The yield is 0.220. (5) The reactants are [NH2:1][C:2]1[CH:10]=[C:9]([F:11])[CH:8]=[CH:7][C:3]=1[C:4](O)=[O:5].C(O)(=O)C.[CH:16](N)=[NH:17]. The catalyst is C(OC(O)C)C. The yield is 0.900. The product is [F:11][C:9]1[CH:10]=[C:2]2[C:3]([C:4](=[O:5])[NH:17][CH:16]=[N:1]2)=[CH:7][CH:8]=1.